From a dataset of Catalyst prediction with 721,799 reactions and 888 catalyst types from USPTO. Predict which catalyst facilitates the given reaction. Reactant: [Cl:1][C:2]1[CH:7]=[CH:6][C:5]([CH:8]([CH2:26][CH:27]=[CH2:28])[CH:9]([C:13]2[CH:25]=[CH:24][C:16]([C:17]([O:19]CCCC)=[O:18])=[CH:15][CH:14]=2)[CH2:10][CH2:11][CH3:12])=[CH:4][CH:3]=1.O.[OH-].[Li+]. Product: [Cl:1][C:2]1[CH:7]=[CH:6][C:5]([C@H:8]([CH2:26][CH:27]=[CH2:28])[C@@H:9]([C:13]2[CH:14]=[CH:15][C:16]([C:17]([OH:19])=[O:18])=[CH:24][CH:25]=2)[CH2:10][CH2:11][CH3:12])=[CH:4][CH:3]=1. The catalyst class is: 87.